Dataset: Catalyst prediction with 721,799 reactions and 888 catalyst types from USPTO. Task: Predict which catalyst facilitates the given reaction. (1) Reactant: [CH2:1]([C@@H:3]1[N:12]([C:13](=[O:22])[C:14]2[CH:19]=[CH:18][C:17]([O:20][CH3:21])=[CH:16][CH:15]=2)[C:11]2[C:6](=[CH:7][CH:8]=[C:9]([F:23])[CH:10]=2)[NH:5][C:4]1=[O:24])[CH3:2].C(=O)([O-])[O-].[Cs+].[Cs+].C(=O)([O-])[O-].[K+].[K+].I[CH2:38][CH3:39]. The catalyst class is: 21. Product: [CH2:38]([N:5]1[C:6]2[C:11](=[CH:10][C:9]([F:23])=[CH:8][CH:7]=2)[N:12]([C:13](=[O:22])[C:14]2[CH:19]=[CH:18][C:17]([O:20][CH3:21])=[CH:16][CH:15]=2)[C@@H:3]([CH2:1][CH3:2])[C:4]1=[O:24])[CH3:39]. (2) Reactant: [C:1]1(=[O:10])[C:9]2[C:4](=[CH:5][CH:6]=[CH:7][CH:8]=2)[CH2:3][CH2:2]1.[C:11]([C:14]1[CH:21]=[CH:20][C:17]([CH:18]=O)=[CH:16][CH:15]=1)([OH:13])=[O:12].[OH-].[K+]. Product: [O:10]=[C:1]1[C:9]2[C:4](=[CH:5][CH:6]=[CH:7][CH:8]=2)[CH2:3][C:2]1=[CH:18][C:17]1[CH:20]=[CH:21][C:14]([C:11]([OH:13])=[O:12])=[CH:15][CH:16]=1. The catalyst class is: 14. (3) Reactant: [Cl:1][C:2]1[CH:24]=[CH:23][C:5]([CH2:6][N:7]2[C:15]3[C:14](=[O:16])[NH:13][C:12](=[O:17])[N:11]([CH3:18])[C:10]=3[N:9]=[C:8]2[S:19](Cl)(=[O:21])=[O:20])=[CH:4][CH:3]=1.[CH:25]([NH2:28])([CH3:27])[CH3:26]. Product: [Cl:1][C:2]1[CH:24]=[CH:23][C:5]([CH2:6][N:7]2[C:15]3[C:14](=[O:16])[NH:13][C:12](=[O:17])[N:11]([CH3:18])[C:10]=3[N:9]=[C:8]2[S:19]([NH:28][CH:25]([CH3:27])[CH3:26])(=[O:21])=[O:20])=[CH:4][CH:3]=1. The catalyst class is: 2. (4) Reactant: N1C2C(=CC=CC=2)C=CC=1.[Br:11][C:12]1[C:16]2[S:17][C:18](C(O)=O)=[C:19]([CH2:20][CH2:21][CH2:22][CH2:23][CH2:24][CH3:25])[C:15]=2[S:14][CH:13]=1. Product: [Br:11][C:12]1[C:16]2[S:17][CH:18]=[C:19]([CH2:20][CH2:21][CH2:22][CH2:23][CH2:24][CH3:25])[C:15]=2[S:14][CH:13]=1. The catalyst class is: 536. (5) Reactant: [NH2:1][CH:2]([C:5]1[CH:10]=[CH:9][CH:8]=[C:7]([Br:11])[CH:6]=1)[CH2:3][OH:4].CCN(CC)CC.[C:19](O[C:19]([O:21][C:22]([CH3:25])([CH3:24])[CH3:23])=[O:20])([O:21][C:22]([CH3:25])([CH3:24])[CH3:23])=[O:20]. Product: [C:22]([O:21][C:19](=[O:20])[NH:1][CH:2]([C:5]1[CH:10]=[CH:9][CH:8]=[C:7]([Br:11])[CH:6]=1)[CH2:3][OH:4])([CH3:25])([CH3:24])[CH3:23]. The catalyst class is: 2. (6) Reactant: [Cl:1][C:2]1[CH:3]=[C:4]([CH:7]=[CH:8][C:9]=1[Cl:10])[CH:5]=O.Cl.[NH2:12][CH2:13][CH2:14][CH2:15][C:16]([N:35]([CH3:39])[C:36](=[O:38])[CH3:37])([CH2:22][CH2:23][CH2:24][CH2:25][B:26]1[O:30][C:29]([CH3:32])([CH3:31])[C:28]([CH3:34])([CH3:33])[O:27]1)[C:17]([O:19][CH2:20][CH3:21])=[O:18].C(O[BH-](OC(=O)C)OC(=O)C)(=O)C.[Na+]. The catalyst class is: 4. Product: [Cl:1][C:2]1[CH:3]=[C:4]([CH:7]=[CH:8][C:9]=1[Cl:10])[CH2:5][NH:12][CH2:13][CH2:14][CH2:15][C:16]([N:35]([CH3:39])[C:36](=[O:38])[CH3:37])([CH2:22][CH2:23][CH2:24][CH2:25][B:26]1[O:30][C:29]([CH3:31])([CH3:32])[C:28]([CH3:33])([CH3:34])[O:27]1)[C:17]([O:19][CH2:20][CH3:21])=[O:18].